Dataset: Forward reaction prediction with 1.9M reactions from USPTO patents (1976-2016). Task: Predict the product of the given reaction. (1) Given the reactants [CH3:1][O:2][C:3]1[N:8]=[CH:7][C:6]([NH:9][C:10]2[N:15]=[CH:14][C:13]([CH:16]([C:18]3[CH:23]=[CH:22][C:21](SC)=[CH:20][CH:19]=3)[OH:17])=[CH:12][C:11]=2[C:26]2[N:34]=[C:33]([CH3:35])[N:32]=[C:31]3[C:27]=2[N:28]=[CH:29][N:30]3[CH:36]2[CH2:41][CH2:40][CH2:39][CH2:38][O:37]2)=[CH:5][CH:4]=1.[CH:42]1C=C(Cl)C=C(C(OO)=O)C=1.C(=O)(O)[O-].[Na+].[S:58]([O-:62])([O-])(=[O:60])=S.[Na+].[Na+], predict the reaction product. The product is: [CH3:1][O:2][C:3]1[N:8]=[CH:7][C:6]([NH:9][C:10]2[N:15]=[CH:14][C:13]([CH:16]([C:18]3[CH:23]=[CH:22][C:21]([S:58]([CH3:42])(=[O:62])=[O:60])=[CH:20][CH:19]=3)[OH:17])=[CH:12][C:11]=2[C:26]2[N:34]=[C:33]([CH3:35])[N:32]=[C:31]3[C:27]=2[N:28]=[CH:29][N:30]3[CH:36]2[CH2:41][CH2:40][CH2:39][CH2:38][O:37]2)=[CH:5][CH:4]=1. (2) Given the reactants [N+:1]([C:4]1[CH:32]=[CH:31][C:7]([O:8][CH:9]([CH3:30])[C:10]([O:12][CH2:13][CH2:14][O:15][C:16](=[O:29])[CH:17]([O:19][C:20]2[CH:25]=[CH:24][C:23]([N+:26]([O-])=O)=[CH:22][CH:21]=2)[CH3:18])=[O:11])=[CH:6][CH:5]=1)([O-])=O.[H][H], predict the reaction product. The product is: [NH2:26][C:23]1[CH:24]=[CH:25][C:20]([O:19][CH:17]([CH3:18])[C:16]([O:15][CH2:14][CH2:13][O:12][C:10](=[O:11])[CH:9]([O:8][C:7]2[CH:6]=[CH:5][C:4]([NH2:1])=[CH:32][CH:31]=2)[CH3:30])=[O:29])=[CH:21][CH:22]=1. (3) Given the reactants [NH2:1][C:2]1[CH:7]=[CH:6][C:5]([N:8]2[CH2:14][CH2:13][CH2:12][N:11](C(OC(C)(C)C)=O)[CH2:10][CH2:9]2)=[CH:4][C:3]=1[NH:22][S:23]([CH3:26])(=[O:25])=[O:24].[CH3:27][O:28][C:29]1[CH:30]=[C:31]([S:35]([Cl:38])(=[O:37])=[O:36])[CH:32]=[CH:33][CH:34]=1, predict the reaction product. The product is: [ClH:38].[N:8]1([C:5]2[CH:6]=[CH:7][C:2]([NH:1][S:35]([C:31]3[CH:32]=[CH:33][CH:34]=[C:29]([O:28][CH3:27])[CH:30]=3)(=[O:37])=[O:36])=[C:3]([NH:22][S:23]([CH3:26])(=[O:24])=[O:25])[CH:4]=2)[CH2:14][CH2:13][CH2:12][NH:11][CH2:10][CH2:9]1. (4) The product is: [N:1]1[CH:2]=[C:3]([S:10][C:11]2[CH:20]=[CH:19][C:14]3[N:15]=[C:16]([NH:18][C:25](=[O:26])[CH2:24][CH2:23][O:22][CH3:21])[S:17][C:13]=3[CH:12]=2)[N:4]2[CH:9]=[CH:8][CH:7]=[N:6][C:5]=12. Given the reactants [N:1]1[CH:2]=[C:3]([S:10][C:11]2[CH:20]=[CH:19][C:14]3[N:15]=[C:16]([NH2:18])[S:17][C:13]=3[CH:12]=2)[N:4]2[CH:9]=[CH:8][CH:7]=[N:6][C:5]=12.[CH3:21][O:22][CH2:23][CH2:24][C:25](O)=[O:26].Cl.CN(C)CCCN=C=NCC, predict the reaction product. (5) Given the reactants [Cl:1][C:2]1[CH:3]=[CH:4][C:5]2[O:9][C:8]([C:10]3[CH:15]=[CH:14][C:13]([F:16])=[CH:12][CH:11]=3)=[C:7]([CH:17]=O)[C:6]=2[C:19]=1[F:20].[CH2:21]([NH2:24])[CH2:22][NH2:23].C(=O)([O-])[O-].[K+].[K+].II, predict the reaction product. The product is: [Cl:1][C:2]1[CH:3]=[CH:4][C:5]2[O:9][C:8]([C:10]3[CH:15]=[CH:14][C:13]([F:16])=[CH:12][CH:11]=3)=[C:7]([C:17]3[NH:23][CH2:22][CH2:21][N:24]=3)[C:6]=2[C:19]=1[F:20]. (6) Given the reactants [C:1]([C:4]1[C:9]([C:10]2[CH:15]=[CH:14][CH:13]=[CH:12][CH:11]=2)=[N:8][NH:7][C:6](=[O:16])[CH:5]=1)(=[O:3])[CH3:2].C(=O)([O-])[O-].[K+].[K+].Br.Br[CH2:25][C:26]1[CH:31]=[CH:30][CH:29]=[CH:28][N:27]=1, predict the reaction product. The product is: [C:1]([C:4]1[C:9]([C:10]2[CH:11]=[CH:12][CH:13]=[CH:14][CH:15]=2)=[N:8][N:7]([CH2:25][C:26]2[CH:31]=[CH:30][CH:29]=[CH:28][N:27]=2)[C:6](=[O:16])[CH:5]=1)(=[O:3])[CH3:2]. (7) The product is: [Br:17][C:18]1[S:26][C:25]2[C:24]([C:27]#[N:28])=[CH:23][N:22]=[C:21]([NH:8][CH2:7][C:6]3[CH:9]=[CH:10][C:3]([O:2][CH3:1])=[CH:4][CH:5]=3)[C:20]=2[CH:19]=1. Given the reactants [CH3:1][O:2][C:3]1[CH:10]=[CH:9][C:6]([CH2:7][NH2:8])=[CH:5][CH:4]=1.C([O-])([O-])=O.[K+].[K+].[Br:17][C:18]1[S:26][C:25]2[C:24]([C:27]#[N:28])=[CH:23][N:22]=[C:21](Cl)[C:20]=2[CH:19]=1, predict the reaction product.